Dataset: Full USPTO retrosynthesis dataset with 1.9M reactions from patents (1976-2016). Task: Predict the reactants needed to synthesize the given product. (1) Given the product [CH:38]1([CH2:41][N:42]2[C:50]3[N:49]=[C:48]([CH2:51][C:52]4[CH:53]=[CH:54][C:55]([N:58]([CH3:59])[C:7]([C:6]5[C:2]([CH3:1])=[N:3][O:4][C:5]=5[CH3:10])=[O:9])=[CH:56][CH:57]=4)[NH:47][C:46]=3[C:45](=[O:60])[N:44]([CH2:61][C:62]3[CH:67]=[CH:66][CH:65]=[CH:64][C:63]=3[F:68])[C:43]2=[O:69])[CH2:40][CH2:39]1, predict the reactants needed to synthesize it. The reactants are: [CH3:1][C:2]1[C:6]([C:7]([OH:9])=O)=[C:5]([CH3:10])[O:4][N:3]=1.C1(P(C2C=CC=CC=2)C2C=CC=CC=2)C=CC=CC=1.ClN1C(=O)CCC1=O.[CH:38]1([CH2:41][N:42]2[C:50]3[N:49]=[C:48]([CH2:51][C:52]4[CH:57]=[CH:56][C:55]([NH:58][CH3:59])=[CH:54][CH:53]=4)[NH:47][C:46]=3[C:45](=[O:60])[N:44]([CH2:61][C:62]3[CH:67]=[CH:66][CH:65]=[CH:64][C:63]=3[F:68])[C:43]2=[O:69])[CH2:40][CH2:39]1. (2) Given the product [F:20][C:21]1[C:22]([I:30])=[C:23]([CH:27]=[CH:28][CH:29]=1)[C:24]([N:4]1[CH2:5][CH2:6][CH2:7][C@@H:2]([CH3:1])[C@H:3]1[CH2:8][N:9]1[C:17](=[O:18])[C:16]2[C:11](=[CH:12][CH:13]=[CH:14][CH:15]=2)[C:10]1=[O:19])=[O:25], predict the reactants needed to synthesize it. The reactants are: [CH3:1][C@@H:2]1[CH2:7][CH2:6][CH2:5][NH:4][C@@H:3]1[CH2:8][N:9]1[C:17](=[O:18])[C:16]2[C:11](=[CH:12][CH:13]=[CH:14][CH:15]=2)[C:10]1=[O:19].[F:20][C:21]1[C:22]([I:30])=[C:23]([CH:27]=[CH:28][CH:29]=1)[C:24](O)=[O:25].CCN(C(C)C)C(C)C.CN(C(ON1N=NC2C=CC=NC1=2)=[N+](C)C)C.F[P-](F)(F)(F)(F)F. (3) Given the product [Si:14]([O:6][CH2:5][CH:4]([OH:7])[CH2:3][N:2]([CH3:8])[CH3:1])([C:17]([CH3:20])([CH3:19])[CH3:18])([CH3:16])[CH3:15], predict the reactants needed to synthesize it. The reactants are: [CH3:1][N:2]([CH3:8])[CH2:3][CH:4]([OH:7])[CH2:5][OH:6].N1C=CN=C1.[Si:14](Cl)([C:17]([CH3:20])([CH3:19])[CH3:18])([CH3:16])[CH3:15].O.